This data is from Reaction yield outcomes from USPTO patents with 853,638 reactions. The task is: Predict the reaction yield, written as a fraction of the theoretical maximum amount of product (1.0 means a 100% yield; for example, 0.34 means a 34% yield). (1) The reactants are [F:1][C:2]1[CH:7]=[C:6]([N+:8]([O-:10])=[O:9])[C:5]([F:11])=[CH:4][C:3]=1[C:12](C)([C:18](OCC)=O)[C:13]([O:15]CC)=[O:14].S(=O)(=O)(O)O.O. The catalyst is C(O)(=O)C. The product is [F:1][C:2]1[CH:7]=[C:6]([N+:8]([O-:10])=[O:9])[C:5]([F:11])=[CH:4][C:3]=1[CH:12]([CH3:18])[C:13]([OH:15])=[O:14]. The yield is 0.820. (2) The reactants are Br[C:2]1[CH:3]=[C:4]2[N:10]([O:11][C:12]3[CH:17]=[CH:16][CH:15]=[CH:14][CH:13]=3)[CH:9]=[CH:8][C:5]2=[N:6][CH:7]=1.[O:18]1[C:22]2[CH:23]=[CH:24][C:25](B(O)O)=[CH:26][C:21]=2[CH:20]=[CH:19]1. No catalyst specified. The product is [O:18]1[C:22]2[CH:23]=[CH:24][C:25]([C:2]3[CH:3]=[C:4]4[N:10]([O:11][C:12]5[CH:17]=[CH:16][CH:15]=[CH:14][CH:13]=5)[CH:9]=[CH:8][C:5]4=[N:6][CH:7]=3)=[CH:26][C:21]=2[CH:20]=[CH:19]1. The yield is 0.250.